From a dataset of Forward reaction prediction with 1.9M reactions from USPTO patents (1976-2016). Predict the product of the given reaction. (1) Given the reactants [H-].[Na+].[Cl:3][C:4]1[CH:24]=[CH:23][C:7]([CH2:8][C:9]2([OH:22])[CH2:14][CH2:13][N:12]([C:15]([O:17][C:18]([CH3:21])([CH3:20])[CH3:19])=[O:16])[CH2:11][CH2:10]2)=[C:6]([O:25][CH3:26])[CH:5]=1.[CH3:27]N(C)P(N(C)C)(N(C)C)=O.CI.S(=O)(=O)(O)[O-].[Na+], predict the reaction product. The product is: [Cl:3][C:4]1[CH:24]=[CH:23][C:7]([CH2:8][C:9]2([O:22][CH3:27])[CH2:14][CH2:13][N:12]([C:15]([O:17][C:18]([CH3:21])([CH3:20])[CH3:19])=[O:16])[CH2:11][CH2:10]2)=[C:6]([O:25][CH3:26])[CH:5]=1. (2) Given the reactants [C:1]([NH:5][S:6]([C:9]1[CH:14]=[CH:13][CH:12]=[C:11]([C:15]2[N:23]3[C:18]([CH:19]=[N:20][C:21](S(C)=O)=[N:22]3)=[CH:17][CH:16]=2)[CH:10]=1)(=[O:8])=[O:7])([CH3:4])([CH3:3])[CH3:2].[CH3:27][N:28]1[CH2:33][CH2:32][N:31]([CH2:34][CH:35]2[CH2:40][CH2:39][N:38]([C:41]3[CH:46]=[CH:45][C:44]([NH2:47])=[CH:43][CH:42]=3)[CH2:37][CH2:36]2)[CH2:30][CH2:29]1.C(N(CC)C(C)C)(C)C.COCC(O)C, predict the reaction product. The product is: [C:1]([NH:5][S:6]([C:9]1[CH:14]=[CH:13][CH:12]=[C:11]([C:15]2[N:23]3[C:18]([CH:19]=[N:20][C:21]([NH:47][C:44]4[CH:45]=[CH:46][C:41]([N:38]5[CH2:39][CH2:40][CH:35]([CH2:34][N:31]6[CH2:32][CH2:33][N:28]([CH3:27])[CH2:29][CH2:30]6)[CH2:36][CH2:37]5)=[CH:42][CH:43]=4)=[N:22]3)=[CH:17][CH:16]=2)[CH:10]=1)(=[O:8])=[O:7])([CH3:4])([CH3:3])[CH3:2]. (3) The product is: [CH3:32][O:33][C:34](=[O:41])[CH2:35][CH2:36][CH2:37][CH2:38][CH:39]=[C:21]1[CH2:22][CH2:23][CH2:24][CH2:25][CH2:26]1. Given the reactants [Br-].C1([P+]([C:21]2[CH:26]=[CH:25][CH:24]=[CH:23][CH:22]=2)([C:21]2[CH:26]=[CH:25][CH:24]=[CH:23][CH:22]=2)[C:21]2[CH:26]=[CH:25][CH:24]=[CH:23][CH:22]=2)CCCCC1.[Li]CCCC.[CH3:32][O:33][C:34](=[O:41])[CH2:35][CH2:36][CH2:37][CH2:38][CH:39]=O.O, predict the reaction product.